This data is from Peptide-MHC class II binding affinity with 134,281 pairs from IEDB. The task is: Regression. Given a peptide amino acid sequence and an MHC pseudo amino acid sequence, predict their binding affinity value. This is MHC class II binding data. (1) The peptide sequence is ARANESATILMTATP. The MHC is DRB3_0101 with pseudo-sequence DRB3_0101. The binding affinity (normalized) is 0.241. (2) The peptide sequence is AAQFPFNASDSVGQQ. The MHC is DRB1_1501 with pseudo-sequence DRB1_1501. The binding affinity (normalized) is 0.240. (3) The peptide sequence is VALDYPSGTSGSPIV. The MHC is DRB1_1301 with pseudo-sequence DRB1_1301. The binding affinity (normalized) is 0.389. (4) The peptide sequence is GEPKGAAESSSKAAL. The MHC is HLA-DPA10103-DPB10201 with pseudo-sequence HLA-DPA10103-DPB10201. The binding affinity (normalized) is 0.0319. (5) The peptide sequence is DVKFPGGGQHVGGVY. The MHC is HLA-DQA10501-DQB10301 with pseudo-sequence HLA-DQA10501-DQB10301. The binding affinity (normalized) is 0.423. (6) The peptide sequence is TLGEVWKRELNLLDK. The MHC is DRB1_1101 with pseudo-sequence DRB1_1101. The binding affinity (normalized) is 0.419. (7) The peptide sequence is TVWAQSADFPQFKPE. The MHC is DRB1_1602 with pseudo-sequence DRB1_1602. The binding affinity (normalized) is 0.208.